From a dataset of Forward reaction prediction with 1.9M reactions from USPTO patents (1976-2016). Predict the product of the given reaction. The product is: [C:12]([O:11][C:8]1[CH:9]=[C:10]2[C:5]([CH2:4][CH2:3][NH:2][CH2:1]2)=[CH:6][CH:7]=1)(=[O:14])[CH3:13]. Given the reactants [CH:1]1[C:10]2[C:5](=[CH:6][CH:7]=[C:8]([OH:11])[CH:9]=2)[CH:4]=[CH:3][N:2]=1.[C:12](O)(=[O:14])[CH3:13], predict the reaction product.